Dataset: Full USPTO retrosynthesis dataset with 1.9M reactions from patents (1976-2016). Task: Predict the reactants needed to synthesize the given product. The reactants are: [O:1]([C:8]1[CH:13]=[CH:12][CH:11]=[CH:10][C:9]=1[NH:14][S:15]([C:18]1[CH:26]=[CH:25][C:21]([C:22](O)=[O:23])=[CH:20][CH:19]=1)(=[O:17])=[O:16])[C:2]1[CH:7]=[CH:6][CH:5]=[CH:4][CH:3]=1.Cl.[CH3:28][O:29][C:30](=[O:35])[C@H:31]([CH2:33][OH:34])[NH2:32]. Given the product [CH3:28][O:29][C:30](=[O:35])[C@@H:31]([NH:32][C:22](=[O:23])[C:21]1[CH:20]=[CH:19][C:18]([S:15](=[O:16])(=[O:17])[NH:14][C:9]2[CH:10]=[CH:11][CH:12]=[CH:13][C:8]=2[O:1][C:2]2[CH:7]=[CH:6][CH:5]=[CH:4][CH:3]=2)=[CH:26][CH:25]=1)[CH2:33][OH:34], predict the reactants needed to synthesize it.